This data is from Catalyst prediction with 721,799 reactions and 888 catalyst types from USPTO. The task is: Predict which catalyst facilitates the given reaction. (1) Reactant: Br[C:2]1[CH:3]=[N:4][CH:5]=[CH:6][CH:7]=1.[C:8]1(B2OC(C)(C)C(C)(C)O2)[CH2:13][CH2:12][CH2:11][CH2:10][CH:9]=1.C(=O)([O-])[O-].[Cs+].[Cs+]. Product: [C:8]1([C:2]2[CH:3]=[N:4][CH:5]=[CH:6][CH:7]=2)[CH2:13][CH2:12][CH2:11][CH2:10][CH:9]=1. The catalyst class is: 70. (2) Reactant: Br.[N+:2]([C:5]1[CH:20]=[CH:19][C:8]([CH2:9][N:10]2[CH2:15][CH2:14][N:13]([CH2:16][CH2:17][OH:18])[CH2:12][CH2:11]2)=[CH:7][CH:6]=1)([O-:4])=[O:3].N1C=CN=C1.[C:26]([Si:30](Cl)([CH3:32])[CH3:31])([CH3:29])([CH3:28])[CH3:27]. Product: [C:26]([Si:30]([CH3:32])([CH3:31])[O:18][CH2:17][CH2:16][N:13]1[CH2:12][CH2:11][N:10]([CH2:9][C:8]2[CH:19]=[CH:20][C:5]([N+:2]([O-:4])=[O:3])=[CH:6][CH:7]=2)[CH2:15][CH2:14]1)([CH3:29])([CH3:28])[CH3:27]. The catalyst class is: 3. (3) Reactant: Br[C:2]1[C:3]([O:18][CH3:19])=[C:4]([CH3:17])[C:5]([CH2:8][O:9][Si:10]([C:13]([CH3:16])([CH3:15])[CH3:14])([CH3:12])[CH3:11])=[N:6][CH:7]=1.C([Li])CCC.C1C=CC(S(N(S(C2C=CC=CC=2)(=O)=O)[F:35])(=O)=O)=CC=1.[Cl-].[NH4+]. Product: [Si:10]([O:9][CH2:8][C:5]1[C:4]([CH3:17])=[C:3]([O:18][CH3:19])[C:2]([F:35])=[CH:7][N:6]=1)([C:13]([CH3:16])([CH3:15])[CH3:14])([CH3:12])[CH3:11]. The catalyst class is: 7.